Dataset: Experimental lipophilicity measurements (octanol/water distribution) for 4,200 compounds from AstraZeneca. Task: Regression/Classification. Given a drug SMILES string, predict its absorption, distribution, metabolism, or excretion properties. Task type varies by dataset: regression for continuous measurements (e.g., permeability, clearance, half-life) or binary classification for categorical outcomes (e.g., BBB penetration, CYP inhibition). For this dataset (lipophilicity_astrazeneca), we predict Y. (1) The molecule is Cc1cc(Nc2ccccc2)n(CCC#N)n1. The Y is 2.30 logD. (2) The drug is CCC(CC)NC(=O)c1cnn(C)c1NS(=O)(=O)c1ccc(C)cc1. The Y is 0.360 logD. (3) The molecule is CCC[C@H]1CN(Cc2cc(Cl)ccc2OCC(=O)O)CCN1S(=O)(=O)c1ccccc1. The Y is 1.02 logD. (4) The compound is COc1cc(C)c(S(=O)(=O)N(C)CCOCC(=O)N2CCC(C3CCN(C)CC3)CC2)c(C)c1. The Y is 0.300 logD. (5) The molecule is COc1ccc2c(c1)N(CCN1CCC(NCc3cc4c(cn3)OCCO4)CC1)C(=O)CO2. The Y is 1.24 logD. (6) The drug is COC[C@H](C)Oc1cc(Oc2cc(F)cc(F)c2)cc(C(=O)Nc2ccc(C(=O)O)cn2)c1. The Y is 1.36 logD. (7) The compound is COCCCc1cc(Nc2ccnc(NCc3cc(C)no3)n2)n[nH]1. The Y is 2.04 logD. (8) The drug is COc1cc(OC)c(S(=O)(=O)N2c3ccccc3CCC2C)cc1NC(=O)NCC(=O)O. The Y is -1.02 logD. (9) The compound is NC(=O)c1cc2ccccc2nc1N. The Y is 1.07 logD. (10) The molecule is O=S(=O)(Nc1ccccc1-c1ccccc1)c1ccccc1. The Y is 3.96 logD.